From a dataset of Reaction yield outcomes from USPTO patents with 853,638 reactions. Predict the reaction yield, written as a fraction of the theoretical maximum amount of product (1.0 means a 100% yield; for example, 0.34 means a 34% yield). (1) The reactants are Br[C:2]1[N:6]2[N:7]=[C:8]([NH:11][CH2:12][CH2:13][CH2:14][CH3:15])[CH:9]=[CH:10][C:5]2=[N:4][CH:3]=1.[F:16][C:17]1[CH:18]=[C:19](B(O)O)[CH:20]=[CH:21][C:22]=1[CH:23]=[O:24].C(=O)([O-])[O-].[K+].[K+].C(#N)C. The catalyst is Cl[Pd-2](Cl)(P(C1C=CC=CC=1)(C1C=CC=CC=1)C1C=CC=CC=1)P(C1C=CC=CC=1)(C1C=CC=CC=1)C1C=CC=CC=1.O. The product is [CH2:12]([NH:11][C:8]1[CH:9]=[CH:10][C:5]2[N:6]([C:2]([C:19]3[CH:20]=[CH:21][C:22]([CH:23]=[O:24])=[C:17]([F:16])[CH:18]=3)=[CH:3][N:4]=2)[N:7]=1)[CH2:13][CH2:14][CH3:15]. The yield is 0.680. (2) The reactants are [CH3:1][O:2][C:3]1[CH:4]=[C:5]2[C:10](=[CH:11][C:12]=1[O:13][CH2:14][CH2:15][O:16][CH3:17])[N:9]=[CH:8][N:7]=[C:6]2[O:18][C:19]1[CH:20]=[C:21]([CH:23]=[CH:24][CH:25]=1)[NH2:22].[F:26][C:27]([C:30]1[CH:34]=[C:33]([NH:35][C:36](=O)[O:37]C2C=CC=CC=2)[O:32][N:31]=1)([CH3:29])[CH3:28].COC1C=C2C(=CC=1OC)N=CN=C2OC1C=C(NC(NC2ON=C(C(C)C)C=2)=O)C=CC=1. No catalyst specified. The product is [F:26][C:27]([C:30]1[CH:34]=[C:33]([NH:35][C:36]([NH:22][C:21]2[CH:23]=[CH:24][CH:25]=[C:19]([O:18][C:6]3[C:5]4[C:10](=[CH:11][C:12]([O:13][CH2:14][CH2:15][O:16][CH3:17])=[C:3]([O:2][CH3:1])[CH:4]=4)[N:9]=[CH:8][N:7]=3)[CH:20]=2)=[O:37])[O:32][N:31]=1)([CH3:28])[CH3:29]. The yield is 0.430. (3) The reactants are [C:1]1([C:11](=[O:14])[CH2:12][CH3:13])[C:10]2[C:5](=[CH:6][CH:7]=[CH:8][CH:9]=2)[CH:4]=[CH:3][CH:2]=1.[Br-:15].[Br-].[Br-].C1([N+](C)(C)C)C=CC=CC=1.C1([N+](C)(C)C)C=CC=CC=1.C1([N+](C)(C)C)C=CC=CC=1. The catalyst is COCCOC. The product is [Br:15][CH:12]([CH3:13])[C:11]([C:1]1[C:10]2[C:5](=[CH:6][CH:7]=[CH:8][CH:9]=2)[CH:4]=[CH:3][CH:2]=1)=[O:14]. The yield is 0.740. (4) The reactants are C(N(C(C)C)CC)(C)C.Cl.[CH3:11][NH:12][CH2:13][C:14]1[CH:22]=[CH:21][CH:20]=[C:19]2[C:15]=1[CH2:16][N:17]([CH:24]1[CH2:29][CH2:28][C:27](=[O:30])[NH:26][C:25]1=[O:31])[C:18]2=[O:23].[F:32][C:33]1[CH:34]=[C:35]([N:39]=[C:40]=[O:41])[CH:36]=[CH:37][CH:38]=1. The catalyst is C(Cl)Cl. The product is [O:31]=[C:25]1[CH:24]([N:17]2[CH2:16][C:15]3[C:19](=[CH:20][CH:21]=[CH:22][C:14]=3[CH2:13][N:12]([CH3:11])[C:40]([NH:39][C:35]3[CH:36]=[CH:37][CH:38]=[C:33]([F:32])[CH:34]=3)=[O:41])[C:18]2=[O:23])[CH2:29][CH2:28][C:27](=[O:30])[NH:26]1. The yield is 0.840. (5) The reactants are [CH:1]1([C:6]([C:12]2[CH:17]=[CH:16][CH:15]=[CH:14][CH:13]=2)([OH:11])[C:7]([O:9][CH3:10])=[O:8])[CH2:5][CH2:4][CH2:3][CH2:2]1.[CH3:18][N:19]1[CH2:23]C[CH:21](O)[CH2:20]1.CCOC(C)=O.CCO. The catalyst is CCCCCCC. The product is [CH:1]1([C:6]([C:12]2[CH:17]=[CH:16][CH:15]=[CH:14][CH:13]=2)([OH:11])[C:7]([O:9][CH:10]2[CH2:21][CH2:20][N:19]([CH3:23])[CH2:18]2)=[O:8])[CH2:5][CH2:4][CH2:3][CH2:2]1. The yield is 0.720.